This data is from Catalyst prediction with 721,799 reactions and 888 catalyst types from USPTO. The task is: Predict which catalyst facilitates the given reaction. Reactant: [CH3:1][N:2]([CH3:33])[CH2:3][CH2:4][C:5]1([C:18](=[O:32])[NH:19][C:20]2[CH:25]=[CH:24][CH:23]=[C:22]([O:26][C:27](=[O:31])[N:28]([CH3:30])[CH3:29])[CH:21]=2)[CH2:10][CH2:9][N:8](C(OC(C)(C)C)=O)[CH2:7][CH2:6]1.C(O)(C(F)(F)F)=O. Product: [CH3:30][N:28]([CH3:29])[C:27](=[O:31])[O:26][C:22]1[CH:23]=[CH:24][CH:25]=[C:20]([NH:19][C:18]([C:5]2([CH2:4][CH2:3][N:2]([CH3:33])[CH3:1])[CH2:10][CH2:9][NH:8][CH2:7][CH2:6]2)=[O:32])[CH:21]=1. The catalyst class is: 2.